From a dataset of Catalyst prediction with 721,799 reactions and 888 catalyst types from USPTO. Predict which catalyst facilitates the given reaction. (1) Reactant: [NH2:1][CH2:2][CH2:3][CH2:4][CH2:5][CH2:6][CH2:7][CH2:8][CH2:9][CH2:10][N:11]1[CH2:16][CH2:15][CH:14]([CH2:17][N:18]2[CH:22]=[N:21][C:20]([C:23]([C:31]3[CH:36]=[CH:35][CH:34]=[CH:33][CH:32]=3)([C:25]3[CH:30]=[CH:29][CH:28]=[CH:27][CH:26]=3)[OH:24])=[N:19]2)[CH2:13][CH2:12]1.[CH2:37]([O:44][C:45]1[CH:46]=[CH:47][C:48]([C@@H:56]([O:59][Si:60]([C:63]([CH3:66])([CH3:65])[CH3:64])([CH3:62])[CH3:61])[CH2:57]Br)=[C:49]2[C:54]=1[NH:53][C:52](=[O:55])[CH:51]=[CH:50]2)[C:38]1[CH:43]=[CH:42][CH:41]=[CH:40][CH:39]=1.CS(C)=O.C(N(C(C)C)CC)(C)C. Product: [NH3:1].[CH2:37]([O:44][C:45]1[CH:46]=[CH:47][C:48]([C@@H:56]([O:59][Si:60]([C:63]([CH3:64])([CH3:66])[CH3:65])([CH3:62])[CH3:61])[CH2:57][NH:1][CH2:2][CH2:3][CH2:4][CH2:5][CH2:6][CH2:7][CH2:8][CH2:9][CH2:10][N:11]2[CH2:16][CH2:15][CH:14]([CH2:17][N:18]3[CH:22]=[N:21][C:20]([C:23]([OH:24])([C:25]4[CH:26]=[CH:27][CH:28]=[CH:29][CH:30]=4)[C:31]4[CH:32]=[CH:33][CH:34]=[CH:35][CH:36]=4)=[N:19]3)[CH2:13][CH2:12]2)=[C:49]2[C:54]=1[NH:53][C:52](=[O:55])[CH:51]=[CH:50]2)[C:38]1[CH:39]=[CH:40][CH:41]=[CH:42][CH:43]=1. The catalyst class is: 4. (2) Reactant: NC1C=CC=CC=1CN.CCN(C(C)C)C(C)C.C(Cl)(=[O:26])C1C=CC=CC=1.[C:28]([NH:36][C:37]1[CH:44]=[CH:43][CH:42]=[CH:41][C:38]=1[CH2:39][NH2:40])(=[O:35])[C:29]1[CH:34]=[CH:33][CH:32]=[CH:31][CH:30]=1. Product: [C:28](=[O:26])([OH:35])[NH2:36].[C:28]([NH:36][C:37]1[CH:44]=[CH:43][CH:42]=[CH:41][C:38]=1[CH2:39][NH2:40])(=[O:35])[C:29]1[CH:30]=[CH:31][CH:32]=[CH:33][CH:34]=1. The catalyst class is: 37. (3) Reactant: [F:1][C:2]1[CH:7]=[CH:6][C:5]([CH:8]([O:24][C:25](=[O:27])[NH2:26])[CH2:9][CH2:10][N:11]2[CH2:16][CH2:15][N:14]([C:17]3[CH:22]=[CH:21][C:20]([OH:23])=[CH:19][CH:18]=3)[CH2:13][CH2:12]2)=[CH:4][CH:3]=1.C(N(CC)CC)C.Cl[C:36]([O:38][CH2:39][C:40]1[CH:45]=[CH:44][CH:43]=[CH:42][CH:41]=1)=[O:37]. Product: [C:25]([O:24][CH:8]([C:5]1[CH:6]=[CH:7][C:2]([F:1])=[CH:3][CH:4]=1)[CH2:9][CH2:10][N:11]1[CH2:16][CH2:15][N:14]([C:17]2[CH:22]=[CH:21][C:20]([O:23][C:36](=[O:37])[O:38][CH2:39][C:40]3[CH:45]=[CH:44][CH:43]=[CH:42][CH:41]=3)=[CH:19][CH:18]=2)[CH2:13][CH2:12]1)(=[O:27])[NH2:26]. The catalyst class is: 95. (4) Product: [F:18][C:15]1[CH:16]=[CH:17][C:12]([CH2:11][N:10]2[C:9]3[C:8](=[O:19])[N:7]([CH2:20][CH2:21][CH2:22][OH:23])[C:6](=[O:24])[N:5]([CH3:25])[C:4]=3[N:3]=[C:2]2[O:33][C:28]2[CH:29]=[CH:30][CH:31]=[CH:32][C:27]=2[F:26])=[CH:13][CH:14]=1. Reactant: Br[C:2]1[N:10]([CH2:11][C:12]2[CH:17]=[CH:16][C:15]([F:18])=[CH:14][CH:13]=2)[C:9]2[C:8](=[O:19])[N:7]([CH2:20][CH2:21][CH2:22][OH:23])[C:6](=[O:24])[N:5]([CH3:25])[C:4]=2[N:3]=1.[F:26][C:27]1[CH:32]=[CH:31][CH:30]=[CH:29][C:28]=1[OH:33].C(=O)([O-])[O-].[K+].[K+]. The catalyst class is: 3. (5) Reactant: [Na].[C:2]1([S:8]([OH:11])(=[O:10])=O)[CH:7]=[CH:6][CH:5]=[CH:4][CH:3]=1.[CH3:12][CH:13]1[CH2:18][CH2:17][C:16](=[O:19])[CH:15]=[CH:14]1.Cl. Product: [CH3:12][CH:13]1[CH2:18][CH2:17][C:16](=[O:19])[CH2:15][CH:14]1[S:8]([C:2]1[CH:3]=[CH:4][CH:5]=[CH:6][CH:7]=1)(=[O:10])=[O:11]. The catalyst class is: 6.